This data is from Reaction yield outcomes from USPTO patents with 853,638 reactions. The task is: Predict the reaction yield, written as a fraction of the theoretical maximum amount of product (1.0 means a 100% yield; for example, 0.34 means a 34% yield). (1) The reactants are O[C:2]1([C:24]2[CH:29]=[CH:28][C:27]([O:30][CH3:31])=[CH:26][CH:25]=2)[C:6]2[C:7]([CH3:21])=[C:8]([NH:13][C:14](=[O:20])[CH2:15][C:16]([CH3:19])([CH3:18])[CH3:17])[C:9]([CH3:12])=[C:10]([CH3:11])[C:5]=2[O:4][C:3]1([CH3:23])[CH3:22]. The catalyst is C(OCC)(=O)C.CCCCCC. The product is [CH3:31][O:30][C:27]1[CH:26]=[CH:25][C:24]([CH:2]2[C:6]3[C:7]([CH3:21])=[C:8]([NH:13][C:14](=[O:20])[CH2:15][C:16]([CH3:17])([CH3:18])[CH3:19])[C:9]([CH3:12])=[C:10]([CH3:11])[C:5]=3[O:4][C:3]2([CH3:23])[CH3:22])=[CH:29][CH:28]=1. The yield is 0.400. (2) The reactants are [N:1]1([C:7]2[O:8][C:9]([C:16]([NH:18][C:19]3[CH:20]=[C:21]4[C:26](=[CH:27][CH:28]=3)[CH2:25][NH:24][CH2:23][CH2:22]4)=[O:17])=[C:10]([C:12]([F:15])([F:14])[F:13])[N:11]=2)[CH2:6][CH2:5][CH2:4][CH2:3][CH2:2]1.C([O-])([O-])=O.[K+].[K+].I[CH2:36][C:37]([O:39][CH2:40][CH3:41])=[O:38]. The catalyst is CC#N.CCOC(C)=O. The product is [N:1]1([C:7]2[O:8][C:9]([C:16]([NH:18][C:19]3[CH:20]=[C:21]4[C:26](=[CH:27][CH:28]=3)[CH2:25][N:24]([CH2:36][C:37]([O:39][CH2:40][CH3:41])=[O:38])[CH2:23][CH2:22]4)=[O:17])=[C:10]([C:12]([F:14])([F:13])[F:15])[N:11]=2)[CH2:2][CH2:3][CH2:4][CH2:5][CH2:6]1. The yield is 0.540.